From a dataset of Full USPTO retrosynthesis dataset with 1.9M reactions from patents (1976-2016). Predict the reactants needed to synthesize the given product. The reactants are: [CH3:1][S:2]([C:5]1[CH:6]=[C:7]([CH2:16]O)[CH:8]=[C:9]2[C:14]=1[N:13]=[CH:12][C:11]([CH3:15])=[CH:10]2)(=[O:4])=[O:3].O=S(Cl)[Cl:20]. Given the product [Cl:20][CH2:16][C:7]1[CH:8]=[C:9]2[C:14](=[C:5]([S:2]([CH3:1])(=[O:4])=[O:3])[CH:6]=1)[N:13]=[CH:12][C:11]([CH3:15])=[CH:10]2, predict the reactants needed to synthesize it.